From a dataset of Full USPTO retrosynthesis dataset with 1.9M reactions from patents (1976-2016). Predict the reactants needed to synthesize the given product. (1) Given the product [CH3:40][O:39][C:37]1[C:36]([O:41][CH2:42][CH2:43][CH2:44][O:45][C:46]2[C:47]([O:83][CH3:84])=[CH:48][C:49]3[C:55](=[O:56])[N:54]4[CH:57]=[C:58]([C:60]5[CH:61]=[CH:62][C:63]([N:66]6[CH2:71][CH2:70][N:69]([CH3:72])[CH2:68][CH2:67]6)=[CH:64][CH:65]=5)[CH2:59][C@H:53]4[C:52](=[O:73])[N:51]([CH2:74][O:75][CH2:76][CH2:77][Si:78]([CH3:80])([CH3:79])[CH3:81])[C:50]=3[CH:82]=2)=[CH:35][C:23]2[N:24]([CH2:27][O:28][CH2:29][CH2:30][Si:31]([CH3:33])([CH3:34])[CH3:32])[C:25](=[O:26])[C@@H:19]3[CH2:18][C:17](/[CH:16]=[CH:15]/[CH2:14][NH:13][C:110](=[O:111])[C@@H:109]([NH:108][C:106](=[O:107])[C@@H:105]([NH:104][C:102](=[O:103])[O:101][CH2:100][CH:98]4[C:99]5[CH:87]=[CH:88][CH:89]=[CH:90][C:91]=5[C:92]5[C:97]4=[CH:96][CH:95]=[CH:94][CH:93]=5)[CH:114]([CH3:116])[CH3:115])[CH3:113])=[CH:86][N:20]3[C:21](=[O:85])[C:22]=2[CH:38]=1, predict the reactants needed to synthesize it. The reactants are: Cl.C(N=C=NCCCN(C)C)C.[NH2:13][CH2:14]/[CH:15]=[CH:16]/[C:17]1[CH2:18][C@H:19]2[C:25](=[O:26])[N:24]([CH2:27][O:28][CH2:29][CH2:30][Si:31]([CH3:34])([CH3:33])[CH3:32])[C:23]3[CH:35]=[C:36]([O:41][CH2:42][CH2:43][CH2:44][O:45][C:46]4[C:47]([O:83][CH3:84])=[CH:48][C:49]5[C:55](=[O:56])[N:54]6[CH:57]=[C:58]([C:60]7[CH:65]=[CH:64][C:63]([N:66]8[CH2:71][CH2:70][N:69]([CH3:72])[CH2:68][CH2:67]8)=[CH:62][CH:61]=7)[CH2:59][C@H:53]6[C:52](=[O:73])[N:51]([CH2:74][O:75][CH2:76][CH2:77][Si:78]([CH3:81])([CH3:80])[CH3:79])[C:50]=5[CH:82]=4)[C:37]([O:39][CH3:40])=[CH:38][C:22]=3[C:21](=[O:85])[N:20]2[CH:86]=1.[CH:87]1[C:99]2[CH:98]([CH2:100][O:101][C:102]([NH:104][C@@H:105]([CH:114]([CH3:116])[CH3:115])[C:106]([NH:108][C@@H:109]([CH3:113])[C:110](O)=[O:111])=[O:107])=[O:103])[C:97]3[C:92](=[CH:93][CH:94]=[CH:95][CH:96]=3)[C:91]=2[CH:90]=[CH:89][CH:88]=1. (2) Given the product [C:13]1([CH:19]([CH2:23][C:24]2[CH:25]=[CH:26][CH:27]=[CH:28][CH:29]=2)[C:20]([NH:2][NH:1][C:3]2[CH:12]=[CH:11][CH:10]=[C:9]3[C:4]=2[CH:5]=[CH:6][CH:7]=[N:8]3)=[O:21])[CH:14]=[CH:15][CH:16]=[CH:17][CH:18]=1, predict the reactants needed to synthesize it. The reactants are: [NH:1]([C:3]1[CH:12]=[CH:11][CH:10]=[C:9]2[C:4]=1[CH:5]=[CH:6][CH:7]=[N:8]2)[NH2:2].[C:13]1([CH:19]([CH2:23][C:24]2[CH:29]=[CH:28][CH:27]=[CH:26][CH:25]=2)[C:20](O)=[O:21])[CH:18]=[CH:17][CH:16]=[CH:15][CH:14]=1. (3) Given the product [CH3:12][N:13]([CH3:17])[CH2:14][CH2:15][NH:16][S:6]([N:9]1[CH2:2][CH2:3][O:4][C:10]1=[O:11])(=[O:8])=[O:7], predict the reactants needed to synthesize it. The reactants are: Cl[CH2:2][CH2:3][OH:4].Cl[S:6]([N:9]=[C:10]=[O:11])(=[O:8])=[O:7].[CH3:12][N:13]([CH3:17])[CH2:14][CH2:15][NH2:16].C(N(CC)CC)C. (4) The reactants are: [CH3:1][CH:2]([CH3:9])[CH2:3][C:4](=[O:8])[C:5]([OH:7])=[O:6].Cl[Si](C)(C)[CH3:12]. Given the product [CH3:12][O:6][C:5](=[O:7])[C:4](=[O:8])[CH2:3][CH:2]([CH3:9])[CH3:1], predict the reactants needed to synthesize it.